Dataset: Forward reaction prediction with 1.9M reactions from USPTO patents (1976-2016). Task: Predict the product of the given reaction. (1) Given the reactants [NH2:1][C:2]1[C:11]2[N:12]=[C:13]([CH2:15][CH3:16])[S:14][C:10]=2[C:9]2[CH:8]=[CH:7][C:6]([OH:17])=[CH:5][C:4]=2[N:3]=1.C(=O)([O-])[O-].[Cs+].[Cs+].[CH2:24](Br)[C:25]#[CH:26], predict the reaction product. The product is: [CH2:15]([C:13]1[S:14][C:10]2[C:9]3[CH:8]=[CH:7][C:6]([O:17][CH2:26][C:25]#[CH:24])=[CH:5][C:4]=3[N:3]=[C:2]([NH2:1])[C:11]=2[N:12]=1)[CH3:16]. (2) Given the reactants [Cl:1][C:2]1[CH:39]=[CH:38][C:5]([O:6][C:7]2[CH:12]=[CH:11][C:10]([NH:13][C:14]3[O:18][C:17]([C:19]([NH:21][C:22]4[CH:23]=[CH:24][C:25]([N:28]5[CH2:33][CH2:32][CH:31]([C:34]([O:36]C)=[O:35])[CH2:30][CH2:29]5)=[N:26][CH:27]=4)=[O:20])=[N:16][N:15]=3)=[CH:9][CH:8]=2)=[CH:4][CH:3]=1.[OH-].[Na+], predict the reaction product. The product is: [Cl:1][C:2]1[CH:39]=[CH:38][C:5]([O:6][C:7]2[CH:8]=[CH:9][C:10]([NH:13][C:14]3[O:18][C:17]([C:19]([NH:21][C:22]4[CH:23]=[CH:24][C:25]([N:28]5[CH2:33][CH2:32][CH:31]([C:34]([OH:36])=[O:35])[CH2:30][CH2:29]5)=[N:26][CH:27]=4)=[O:20])=[N:16][N:15]=3)=[CH:11][CH:12]=2)=[CH:4][CH:3]=1. (3) The product is: [Cl:1][C:13]1[CH:14]=[CH:15][CH:16]=[CH:17][C:12]=1[O:11][P:10](=[N:2][C@@H:3]([CH3:9])[C:4]([O:6][CH2:7][CH3:8])=[O:5])=[O:18]. Given the reactants [ClH:1].[NH2:2][C@@H:3]([CH3:9])[C:4]([O:6][CH2:7][CH3:8])=[O:5].[P:10](Cl)(Cl)(=[O:18])[O:11][C:12]1[CH:17]=[CH:16][CH:15]=[CH:14][CH:13]=1.C(N(CC)CC)C, predict the reaction product.